From a dataset of Peptide-MHC class I binding affinity with 185,985 pairs from IEDB/IMGT. Regression. Given a peptide amino acid sequence and an MHC pseudo amino acid sequence, predict their binding affinity value. This is MHC class I binding data. (1) The peptide sequence is LCANEYTGNY. The MHC is HLA-A30:02 with pseudo-sequence HLA-A30:02. The binding affinity (normalized) is 0.594. (2) The peptide sequence is LLDEPTNHL. The MHC is HLA-C05:01 with pseudo-sequence HLA-C05:01. The binding affinity (normalized) is 0.808. (3) The MHC is HLA-A02:12 with pseudo-sequence HLA-A02:12. The peptide sequence is CEALLADGL. The binding affinity (normalized) is 0.0847. (4) The peptide sequence is IEDPPFNSL. The MHC is HLA-B45:01 with pseudo-sequence HLA-B45:01. The binding affinity (normalized) is 0.0335.